Dataset: Reaction yield outcomes from USPTO patents with 853,638 reactions. Task: Predict the reaction yield, written as a fraction of the theoretical maximum amount of product (1.0 means a 100% yield; for example, 0.34 means a 34% yield). The reactants are [Cr](Cl)([O-])(=O)=O.[NH+]1C=CC=CC=1.[F:12][C:13]1[CH:20]=[CH:19][C:16]([C:17]#[N:18])=[CH:15][C:14]=1[CH:21]([OH:34])[C:22]1[CH:31]=[CH:30][C:29]2[C:24](=[CH:25][CH:26]=[C:27]([O:32][CH3:33])[CH:28]=2)[CH:23]=1. The catalyst is ClCCl. The product is [F:12][C:13]1[CH:20]=[CH:19][C:16]([C:17]#[N:18])=[CH:15][C:14]=1[C:21]([C:22]1[CH:31]=[CH:30][C:29]2[C:24](=[CH:25][CH:26]=[C:27]([O:32][CH3:33])[CH:28]=2)[CH:23]=1)=[O:34]. The yield is 0.750.